From a dataset of Forward reaction prediction with 1.9M reactions from USPTO patents (1976-2016). Predict the product of the given reaction. (1) Given the reactants Cl[C:2]1[C:11]2[C:6](=[CH:7][C:8]3[O:15][CH2:14][CH:13]([CH2:16][O:17][CH3:18])[O:12][C:9]=3[CH:10]=2)[N:5]=[CH:4][N:3]=1.[Cl:19][C:20]1[CH:21]=[C:22]([CH:24]=[CH:25][C:26]=1[CH3:27])[NH2:23], predict the reaction product. The product is: [Cl:19][C:20]1[CH:21]=[C:22]([NH:23][C:2]2[C:11]3[C:6](=[CH:7][C:8]4[O:15][CH2:14][CH:13]([CH2:16][O:17][CH3:18])[O:12][C:9]=4[CH:10]=3)[N:5]=[CH:4][N:3]=2)[CH:24]=[CH:25][C:26]=1[CH3:27]. (2) Given the reactants [Li]CCCC.[C:6]([OH:10])(=[O:9])[C:7]#[CH:8].[CH3:11][O:12][C:13]1[C:20]([O:21][CH3:22])=[CH:19][CH:18]=[CH:17][C:14]=1[CH:15]=[O:16], predict the reaction product. The product is: [CH3:11][O:12][C:13]1[C:20]([O:21][CH3:22])=[CH:19][CH:18]=[CH:17][C:14]=1[CH:15]([OH:16])[C:8]#[C:7][C:6]([OH:10])=[O:9].